From a dataset of Full USPTO retrosynthesis dataset with 1.9M reactions from patents (1976-2016). Predict the reactants needed to synthesize the given product. (1) Given the product [CH:1]1[C:10]2[C:5](=[CH:6][CH:7]=[CH:8][CH:9]=2)[CH:4]=[CH:3][C:2]=1[NH:11][C:12]([C:14]([O:16][Li:20])=[O:15])=[O:13], predict the reactants needed to synthesize it. The reactants are: [CH:1]1[C:10]2[C:5](=[CH:6][CH:7]=[CH:8][CH:9]=2)[CH:4]=[CH:3][C:2]=1[NH:11][C:12]([C:14]([O:16]CC)=[O:15])=[O:13].[OH-].[Li+:20]. (2) Given the product [Cl:1][C:2]1[C:3]([CH3:10])=[C:4]([CH:7]=[CH:8][CH:9]=1)[CH2:5][Cl:22], predict the reactants needed to synthesize it. The reactants are: [Cl:1][C:2]1[C:3]([CH3:10])=[C:4]([CH:7]=[CH:8][CH:9]=1)[CH2:5]O.C(N(CC)CC)C.CS([Cl:22])(=O)=O.C(=O)([O-])O.[Na+]. (3) Given the product [Cl:11][C:12]1[CH:13]=[CH:14][C:15]([C:18]([C:19]2[CH:20]=[C:21]([C:37]3[CH:42]=[CH:41][N:40]=[C:39]([NH:43][C:44](=[O:46])[CH3:45])[CH:38]=3)[S:22][C:23]=2[C:24]2[N:28]=[CH:27][N:26]([CH2:29][O:30][CH2:31][CH2:32][Si:33]([CH3:34])([CH3:35])[CH3:36])[N:25]=2)=[O:47])=[CH:16][CH:17]=1, predict the reactants needed to synthesize it. The reactants are: C(Cl)(=O)C(Cl)=O.CS(C)=O.[Cl:11][C:12]1[CH:17]=[CH:16][C:15]([CH:18]([OH:47])[C:19]2[CH:20]=[C:21]([C:37]3[CH:42]=[CH:41][N:40]=[C:39]([NH:43][C:44](=[O:46])[CH3:45])[CH:38]=3)[S:22][C:23]=2[C:24]2[N:28]=[CH:27][N:26]([CH2:29][O:30][CH2:31][CH2:32][Si:33]([CH3:36])([CH3:35])[CH3:34])[N:25]=2)=[CH:14][CH:13]=1.C(N(CC)CC)C. (4) Given the product [C:36]([OH:48])(=[O:47])[CH2:37][C:38]([CH2:43][C:44]([OH:46])=[O:45])([C:40]([OH:42])=[O:41])[OH:39].[CH3:1][N:2]([CH3:35])[C:3]1([C:29]2[CH:30]=[CH:31][CH:32]=[CH:33][CH:34]=2)[CH2:4][CH2:5][CH:6]([CH2:9][NH:10][C:11]([N:13]2[CH2:14][CH:15]=[C:16]([C:19]3[C:27]4[C:22](=[CH:23][CH:24]=[C:25]([F:28])[CH:26]=4)[NH:21][CH:20]=3)[CH2:17][CH2:18]2)=[O:12])[CH2:7][CH2:8]1, predict the reactants needed to synthesize it. The reactants are: [CH3:1][N:2]([CH3:35])[C:3]1([C:29]2[CH:34]=[CH:33][CH:32]=[CH:31][CH:30]=2)[CH2:8][CH2:7][CH:6]([CH2:9][NH:10][C:11]([N:13]2[CH2:18][CH:17]=[C:16]([C:19]3[C:27]4[C:22](=[CH:23][CH:24]=[C:25]([F:28])[CH:26]=4)[NH:21][CH:20]=3)[CH2:15][CH2:14]2)=[O:12])[CH2:5][CH2:4]1.[C:36]([OH:48])(=[O:47])[CH2:37][C:38]([CH2:43][C:44]([OH:46])=[O:45])([C:40]([OH:42])=[O:41])[OH:39]. (5) Given the product [Br:1][C:2]1[CH:3]=[C:4]2[C:9](=[CH:10][CH:11]=1)[C:8](=[O:12])[NH:7][N:6]=[C:5]2[Cl:16], predict the reactants needed to synthesize it. The reactants are: [Br:1][C:2]1[CH:3]=[C:4]2[C:9](=[CH:10][CH:11]=1)[C:8](=[O:12])[NH:7][NH:6][C:5]2=O.O=P(Cl)(Cl)[Cl:16]. (6) The reactants are: [Cl:1][C:2]1[CH:23]=[C:22]([Cl:24])[CH:21]=[CH:20][C:3]=1[CH2:4][N:5]1[C:9](/[CH:10]=[CH:11]/[C:12]([O:14]CC)=[O:13])=[CH:8][C:7]([CH:17]([CH3:19])[CH3:18])=[N:6]1.[OH-].[Na+].O1CCCC1. Given the product [Cl:1][C:2]1[CH:23]=[C:22]([Cl:24])[CH:21]=[CH:20][C:3]=1[CH2:4][N:5]1[C:9](/[CH:10]=[CH:11]/[C:12]([OH:14])=[O:13])=[CH:8][C:7]([CH:17]([CH3:19])[CH3:18])=[N:6]1, predict the reactants needed to synthesize it. (7) Given the product [CH:11]1([NH:10][C:8](=[O:9])[C:7]2[CH:17]=[CH:18][C:4]([C@@H:2]([NH:1][C:21]3[N:26]=[C:25]([N:27]4[C@@H:31]([CH:32]([CH3:33])[CH3:34])[CH2:30][O:29][C:28]4=[O:35])[CH:24]=[CH:23][N:22]=3)[CH3:3])=[CH:5][C:6]=2[F:19])[CH2:16][CH2:15][CH2:14][CH2:13][CH2:12]1, predict the reactants needed to synthesize it. The reactants are: [NH2:1][C@H:2]([C:4]1[CH:18]=[CH:17][C:7]([C:8]([NH:10][CH:11]2[CH2:16][CH2:15][CH2:14][CH2:13][CH2:12]2)=[O:9])=[C:6]([F:19])[CH:5]=1)[CH3:3].Cl[C:21]1[N:26]=[C:25]([N:27]2[C@@H:31]([CH:32]([CH3:34])[CH3:33])[CH2:30][O:29][C:28]2=[O:35])[CH:24]=[CH:23][N:22]=1.CCN(C(C)C)C(C)C.